Dataset: Reaction yield outcomes from USPTO patents with 853,638 reactions. Task: Predict the reaction yield, written as a fraction of the theoretical maximum amount of product (1.0 means a 100% yield; for example, 0.34 means a 34% yield). (1) The reactants are [CH2:1]([O:8][C:9]1[CH:10]=[CH:11][C:12]([O:19][CH3:20])=[C:13]([NH:15][C:16](=O)[CH3:17])[CH:14]=1)[C:2]1[CH:7]=[CH:6][CH:5]=[CH:4][CH:3]=1.CO. The catalyst is C1COCC1. The product is [CH2:1]([O:8][C:9]1[CH:10]=[CH:11][C:12]([O:19][CH3:20])=[C:13]([CH:14]=1)[NH:15][CH2:16][CH3:17])[C:2]1[CH:3]=[CH:4][CH:5]=[CH:6][CH:7]=1. The yield is 1.00. (2) The reactants are Cl[C:2]1[N:7]=[C:6]([CH3:8])[CH:5]=[CH:4][N:3]=1.[CH3:9][N:10](C=O)C. The catalyst is CCOC(C)=O.[C-]#N.[Zn+2].[C-]#N.C1C=CC([P]([Pd]([P](C2C=CC=CC=2)(C2C=CC=CC=2)C2C=CC=CC=2)([P](C2C=CC=CC=2)(C2C=CC=CC=2)C2C=CC=CC=2)[P](C2C=CC=CC=2)(C2C=CC=CC=2)C2C=CC=CC=2)(C2C=CC=CC=2)C2C=CC=CC=2)=CC=1. The product is [CH3:8][C:6]1[CH:5]=[CH:4][N:3]=[C:2]([C:9]#[N:10])[N:7]=1. The yield is 0.560. (3) The reactants are C(NC(C)C)(C)C.C([Li])CCC.[F:13][C:14]([F:27])([F:26])[S:15][C:16]1[CH:21]=[CH:20][C:19]([CH2:22][C:23]([OH:25])=[O:24])=[CH:18][CH:17]=1.I[CH2:29][CH:30]1[CH2:34][CH2:33][CH2:32][CH2:31]1. The catalyst is O1CCCC1.CN1CCCN(C)C1=O. The yield is 0.580. The product is [CH:30]1([CH2:29][CH:22]([C:19]2[CH:18]=[CH:17][C:16]([S:15][C:14]([F:26])([F:13])[F:27])=[CH:21][CH:20]=2)[C:23]([OH:25])=[O:24])[CH2:34][CH2:33][CH2:32][CH2:31]1.